From a dataset of Forward reaction prediction with 1.9M reactions from USPTO patents (1976-2016). Predict the product of the given reaction. (1) Given the reactants [OH:1][P:2]1(=[O:12])[O:7][C:6]2[CH:8]=[CH:9][CH:10]=[CH:11][C:5]=2[CH2:4][O:3]1.C(N(CC)CC)C.Cl[CH2:21][O:22][C:23]1[C:28]([CH:29]([CH3:31])[CH3:30])=[CH:27][CH:26]=[CH:25][C:24]=1[CH:32]([CH:34]1[CH2:36][CH2:35]1)[CH3:33], predict the reaction product. The product is: [CH:34]1([CH:32]([C:24]2[CH:25]=[CH:26][CH:27]=[C:28]([CH:29]([CH3:31])[CH3:30])[C:23]=2[O:22][CH2:21][O:12][P:2]2(=[O:1])[O:7][C:6]3[CH:8]=[CH:9][CH:10]=[CH:11][C:5]=3[CH2:4][O:3]2)[CH3:33])[CH2:36][CH2:35]1. (2) Given the reactants [F:1][C:2]([F:15])([F:14])[S:3]([O:6]S(C(F)(F)F)(=O)=O)(=[O:5])=[O:4].[C:16]1([CH:22]2[CH2:27][CH2:26][C:25](=O)[CH2:24][CH2:23]2)[CH:21]=[CH:20][CH:19]=[CH:18][CH:17]=1.C(C1C=C(C)C=C(C(C)(C)C)N=1)(C)(C)C, predict the reaction product. The product is: [F:1][C:2]([F:15])([F:14])[S:3]([O:6][C:25]1[CH2:26][CH2:27][CH:22]([C:16]2[CH:17]=[CH:18][CH:19]=[CH:20][CH:21]=2)[CH2:23][CH:24]=1)(=[O:5])=[O:4]. (3) Given the reactants C([O:8][C:9](=[O:39])[CH2:10][NH:11][C:12]([O:14][CH2:15][N:16]([C:31]1[CH:36]=[CH:35][C:34]([F:37])=[CH:33][C:32]=1[Cl:38])[S:17]([CH:20]1[C:25]([C:26]([O:28][CH2:29][CH3:30])=[O:27])=[CH:24][CH2:23][CH2:22][CH2:21]1)(=[O:19])=[O:18])=[O:13])C1C=CC=CC=1, predict the reaction product. The product is: [Cl:38][C:32]1[CH:33]=[C:34]([F:37])[CH:35]=[CH:36][C:31]=1[N:16]([CH2:15][O:14][C:12]([NH:11][CH2:10][C:9]([OH:39])=[O:8])=[O:13])[S:17]([CH:20]1[CH2:21][CH2:22][CH2:23][CH:24]=[C:25]1[C:26]([O:28][CH2:29][CH3:30])=[O:27])(=[O:18])=[O:19]. (4) Given the reactants [OH-].[K+].Br[CH2:4][C:5]1[CH:29]=[CH:28][C:8]([C:9]([N:11]([C:24]([CH3:27])([CH3:26])[CH3:25])[NH:12][C:13](=[O:23])[C:14]2[CH:19]=[CH:18][CH:17]=[C:16]([O:20][CH3:21])[C:15]=2[CH3:22])=[O:10])=[CH:7][C:6]=1[B:30]1[O:34]C(C)(C)C(C)(C)[O:31]1.B1OC=CC=1.Cl, predict the reaction product. The product is: [C:24]([N:11]([C:9]([C:8]1[CH:28]=[CH:29][C:5]2[CH2:4][O:31][B:30]([OH:34])[C:6]=2[CH:7]=1)=[O:10])[NH:12][C:13](=[O:23])[C:14]1[CH:19]=[CH:18][CH:17]=[C:16]([O:20][CH3:21])[C:15]=1[CH3:22])([CH3:25])([CH3:26])[CH3:27]. (5) Given the reactants Cl[C:2]1[N:7]=[N:6][C:5]([C:8]2[CH:17]=[CH:16][C:15]3[C:10](=[CH:11][CH:12]=[CH:13][CH:14]=3)[CH:9]=2)=[C:4]([C:18]2[CH:23]=[CH:22][N:21]=[CH:20][CH:19]=2)[CH:3]=1.[CH3:24][N:25]1[CH2:30][CH2:29][NH:28][CH2:27][CH2:26]1, predict the reaction product. The product is: [CH3:24][N:25]1[CH2:30][CH2:29][N:28]([C:2]2[N:7]=[N:6][C:5]([C:8]3[CH:17]=[CH:16][C:15]4[C:10](=[CH:11][CH:12]=[CH:13][CH:14]=4)[CH:9]=3)=[C:4]([C:18]3[CH:23]=[CH:22][N:21]=[CH:20][CH:19]=3)[CH:3]=2)[CH2:27][CH2:26]1.